This data is from Peptide-MHC class I binding affinity with 185,985 pairs from IEDB/IMGT. The task is: Regression. Given a peptide amino acid sequence and an MHC pseudo amino acid sequence, predict their binding affinity value. This is MHC class I binding data. (1) The peptide sequence is RKSSFFVWV. The MHC is HLA-A01:01 with pseudo-sequence HLA-A01:01. The binding affinity (normalized) is 0. (2) The MHC is HLA-A02:16 with pseudo-sequence HLA-A02:16. The binding affinity (normalized) is 0.0847. The peptide sequence is SFVTDLEKY. (3) The peptide sequence is LLQDSVDFSL. The MHC is HLA-A02:01 with pseudo-sequence HLA-A02:01. The binding affinity (normalized) is 0.882.